This data is from Catalyst prediction with 721,799 reactions and 888 catalyst types from USPTO. The task is: Predict which catalyst facilitates the given reaction. (1) Product: [CH3:24][O:23][C:21](=[O:22])[C:20]([N:12]([C:4]1[CH:3]=[C:2]([Cl:1])[CH:7]=[CH:6][C:5]=1[C:8](=[O:11])[CH2:9][CH3:10])[C:13]1[CH:14]=[CH:15][CH:16]=[CH:17][CH:18]=1)=[O:25]. Reactant: [Cl:1][C:2]1[CH:7]=[CH:6][C:5]([C:8](=[O:11])[CH2:9][CH3:10])=[C:4]([NH:12][C:13]2[CH:18]=[CH:17][CH:16]=[CH:15][CH:14]=2)[CH:3]=1.Cl[C:20](=[O:25])[C:21]([O:23][CH3:24])=[O:22]. The catalyst class is: 11. (2) Reactant: Cl.C(OC(=O)[NH:8][CH2:9][C:10]([N:12]1[CH2:17][CH2:16][O:15][CH2:14][CH2:13]1)=[O:11])(C)(C)C. Product: [NH2:8][CH2:9][C:10]([N:12]1[CH2:17][CH2:16][O:15][CH2:14][CH2:13]1)=[O:11]. The catalyst class is: 169. (3) Reactant: C(=O)([O-])[O-].[Cs+].[Cs+].[CH3:7][C:8]1[C:16]2[C:11](=[N:12][CH:13]=[N:14][C:15]=2[NH2:17])[NH:10][N:9]=1.Cl[CH:19]([C:21]1[C:22]([O:41][CH2:42][CH3:43])=[C:23]([C:30]2[CH:31]=[CH:32][C:33]([C:36]([N:38]([CH3:40])[CH3:39])=[O:37])=[N:34][CH:35]=2)[C:24]([C:28]#[N:29])=[C:25]([CH3:27])[CH:26]=1)[CH3:20]. Product: [NH2:17][C:15]1[N:14]=[CH:13][N:12]=[C:11]2[N:10]([CH:19]([C:21]3[C:22]([O:41][CH2:42][CH3:43])=[C:23]([C:30]4[CH:31]=[CH:32][C:33]([C:36]([N:38]([CH3:39])[CH3:40])=[O:37])=[N:34][CH:35]=4)[C:24]([C:28]#[N:29])=[C:25]([CH3:27])[CH:26]=3)[CH3:20])[N:9]=[C:8]([CH3:7])[C:16]=12. The catalyst class is: 508. (4) Reactant: [Cl:1][C:2]1[CH:3]=[C:4]([C@@H:8]([OH:10])[CH3:9])[CH:5]=[CH:6][CH:7]=1.[H-].[Na+].[F:13][C:14]1[CH:21]=[CH:20][CH:19]=[C:18](F)[C:15]=1[C:16]#[N:17]. Product: [F:13][C:14]1[CH:21]=[CH:20][C:19]([O:10][C@H:8]([C:4]2[CH:5]=[CH:6][CH:7]=[C:2]([Cl:1])[CH:3]=2)[CH3:9])=[CH:18][C:15]=1[C:16]#[N:17]. The catalyst class is: 9. (5) Reactant: C1C=C(Cl)C=C(C(OO)=[O:9])C=1.[Cl:12][C:13]1[C:17]([Cl:18])=[C:16]([CH3:19])[NH:15][C:14]=1[C:20]([NH:22][CH:23]1[CH2:28][CH2:27][N:26]([C:29]2[N:34]=[C:33]([S:35][CH3:36])[N:32]=[C:31]([C:37]([NH:39][O:40][CH3:41])=[O:38])[CH:30]=2)[CH2:25][CH2:24]1)=[O:21]. Product: [Cl:12][C:13]1[C:17]([Cl:18])=[C:16]([CH3:19])[NH:15][C:14]=1[C:20]([NH:22][CH:23]1[CH2:28][CH2:27][N:26]([C:29]2[N:34]=[C:33]([S:35]([CH3:36])=[O:9])[N:32]=[C:31]([C:37]([NH:39][O:40][CH3:41])=[O:38])[CH:30]=2)[CH2:25][CH2:24]1)=[O:21]. The catalyst class is: 2. (6) Reactant: [CH:1]12[O:8][CH:7]1[C:6](=[O:9])[CH2:5][CH2:4][CH2:3][CH2:2]2.C1(P(C2C=CC=CC=2)CCP(C2C=CC=CC=2)C2C=CC=CC=2)C=CC=CC=1. Product: [C:6]1(=[O:9])[CH2:5][CH2:4][CH2:3][CH2:2][C:1](=[O:8])[CH2:7]1. The catalyst class is: 109.